Task: Predict the product of the given reaction.. Dataset: Forward reaction prediction with 1.9M reactions from USPTO patents (1976-2016) (1) Given the reactants [Cl:1][C:2]1[CH:3]=[C:4]([C:8]2[CH:13]=[CH:12][N:11]=[C:10]([NH:14][CH2:15][CH2:16][N:17]3[C:21]([CH3:23])([CH3:22])[C:20](=[O:24])[NH:19][C:18]3=[O:25])[N:9]=2)[S:5][C:6]=1[Cl:7].CO.C(O)(=O)C.[Br:32]Br, predict the reaction product. The product is: [Br:32][C:13]1[C:8]([C:4]2[S:5][C:6]([Cl:7])=[C:2]([Cl:1])[CH:3]=2)=[N:9][C:10]([NH:14][CH2:15][CH2:16][N:17]2[C:21]([CH3:22])([CH3:23])[C:20](=[O:24])[NH:19][C:18]2=[O:25])=[N:11][CH:12]=1. (2) The product is: [CH3:21][O:20][C:15]1[CH:16]=[CH:17][CH:18]=[CH:19][C:14]=1[CH2:13][NH:12][C:6]1[CH:5]=[CH:4][C:3]2[C:8](=[CH:9][CH:10]=[CH:11][C:2]=2[O:22][CH2:23][CH2:24][S:25][C:26]2[CH:31]=[CH:30][CH:29]=[CH:28][CH:27]=2)[N:7]=1. Given the reactants I[C:2]1[CH:11]=[CH:10][CH:9]=[C:8]2[C:3]=1[CH:4]=[CH:5][C:6]([NH:12][CH2:13][C:14]1[CH:19]=[CH:18][CH:17]=[CH:16][C:15]=1[O:20][CH3:21])=[N:7]2.[OH:22][CH2:23][CH2:24][S:25][C:26]1[CH:31]=[CH:30][CH:29]=[CH:28][CH:27]=1.N1C2C(=CC=C3C=2N=CC=C3)C=CC=1, predict the reaction product. (3) Given the reactants [C:1]([O:5][C:6]([N:8]1[CH2:13][CH2:12][C@@H:11]([N:14]=[N+]=[N-])[C@H:10]([OH:17])[CH2:9]1)=[O:7])([CH3:4])([CH3:3])[CH3:2], predict the reaction product. The product is: [C:1]([O:5][C:6]([N:8]1[CH2:13][CH2:12][C@@H:11]([NH2:14])[C@H:10]([OH:17])[CH2:9]1)=[O:7])([CH3:4])([CH3:2])[CH3:3].